This data is from Reaction yield outcomes from USPTO patents with 853,638 reactions. The task is: Predict the reaction yield, written as a fraction of the theoretical maximum amount of product (1.0 means a 100% yield; for example, 0.34 means a 34% yield). (1) The reactants are Cl[CH2:2][CH:3]1[O:7][C:6]([C:14]2[CH:19]=[CH:18][C:17]([F:20])=[CH:16][CH:15]=2)([C:8]2[CH:13]=[CH:12][CH:11]=[CH:10][CH:9]=2)[S:5][CH2:4]1.[C:21]1([CH2:27][CH2:28][CH2:29][NH2:30])[CH:26]=[CH:25][CH:24]=[CH:23][CH:22]=1.[I-].[K+]. The catalyst is COCCO. The product is [F:20][C:17]1[CH:18]=[CH:19][C:14]([C:6]2([C:8]3[CH:13]=[CH:12][CH:11]=[CH:10][CH:9]=3)[S:5][CH2:4][CH:3]([CH2:2][NH:30][CH2:29][CH2:28][CH2:27][C:21]3[CH:26]=[CH:25][CH:24]=[CH:23][CH:22]=3)[O:7]2)=[CH:15][CH:16]=1. The yield is 0.350. (2) The reactants are [C:1]([O-:9])(=[O:8])[C:2]1[CH:7]=[CH:6][CH:5]=[CH:4][CH:3]=1.[Na+].C(=O)(O)[O-].[Na+].S([O-])([O-])(=O)=O.C([N+](CCCC)(CCCC)CCCC)CCC.C([N+](CCCC)(CCCC)CCCC)CCC.ClS(O[CH2:60][Cl:61])(=O)=O. The catalyst is O.ClCCl. The product is [C:1]([O:9][CH2:60][Cl:61])(=[O:8])[C:2]1[CH:7]=[CH:6][CH:5]=[CH:4][CH:3]=1. The yield is 0.920. (3) The reactants are [OH:1][CH:2]1[C:10]2[C:5](=[C:6]([C:11]([F:14])([F:13])[F:12])[CH:7]=[CH:8][CH:9]=2)[C:4](=[O:15])[O:3]1.[C:16](=O)([O-])[O-].[K+].[K+].IC.Cl. The catalyst is CN(C=O)C.O. The product is [CH:2]([C:10]1[CH:9]=[CH:8][CH:7]=[C:6]([C:11]([F:14])([F:13])[F:12])[C:5]=1[C:4]([O:3][CH3:16])=[O:15])=[O:1]. The yield is 0.890. (4) The reactants are O.[OH-].[Li+].[CH3:4][O:5][C:6]([C:9]1[CH:18]=[CH:17][C:12]([C:13]([O:15]C)=[O:14])=[CH:11][CH:10]=1)([CH3:8])[CH3:7]. The catalyst is O1CCCC1.CO.O. The product is [CH3:4][O:5][C:6]([C:9]1[CH:18]=[CH:17][C:12]([C:13]([OH:15])=[O:14])=[CH:11][CH:10]=1)([CH3:8])[CH3:7]. The yield is 0.960.